This data is from Reaction yield outcomes from USPTO patents with 853,638 reactions. The task is: Predict the reaction yield, written as a fraction of the theoretical maximum amount of product (1.0 means a 100% yield; for example, 0.34 means a 34% yield). The reactants are [NH2:1][C:2]1[CH:7]=[CH:6][C:5]([CH2:8][CH2:9][CH:10]([CH2:15][CH2:16][CH2:17][C:18]2[CH:23]=[CH:22][CH:21]=[CH:20][CH:19]=2)[C:11]([O:13][CH3:14])=[O:12])=[CH:4][CH:3]=1.N1C=CC=CC=1.[C:30]1(B(O)O)[CH:35]=[CH:34][CH:33]=[CH:32][CH:31]=1.O. The catalyst is C(Cl)Cl.CC([O-])=O.CC([O-])=O.[Cu+2]. The product is [NH:1]([C:2]1[CH:3]=[CH:4][C:5]([CH2:8][CH2:9][CH:10]([CH2:15][CH2:16][CH2:17][C:18]2[CH:19]=[CH:20][CH:21]=[CH:22][CH:23]=2)[C:11]([O:13][CH3:14])=[O:12])=[CH:6][CH:7]=1)[C:30]1[CH:35]=[CH:34][CH:33]=[CH:32][CH:31]=1. The yield is 0.480.